This data is from Full USPTO retrosynthesis dataset with 1.9M reactions from patents (1976-2016). The task is: Predict the reactants needed to synthesize the given product. (1) The reactants are: C[O:2][C:3](=[O:14])[C:4]1[CH:9]=[CH:8][C:7]([O:10][CH2:11][C:12]#[CH:13])=[CH:6][CH:5]=1.[OH-].[Na+].O. Given the product [CH2:11]([O:10][C:7]1[CH:8]=[CH:9][C:4]([C:3]([OH:14])=[O:2])=[CH:5][CH:6]=1)[C:12]#[CH:13], predict the reactants needed to synthesize it. (2) Given the product [CH2:58]([O:57][C:48]1([C:50]2[CH:55]=[CH:54][CH:53]=[CH:52][C:51]=2[CH3:56])[CH2:49][N:46]([C:44](=[O:45])[C@H:43]([NH:42][C:11](=[O:13])[CH2:10][CH:9]([OH:8])[C:14]2[N:15]=[CH:16][NH:17][CH:18]=2)[CH2:62][C:63]2[CH:68]=[CH:67][C:66]([O:69][CH3:70])=[CH:65][CH:64]=2)[CH2:47]1)[CH2:59][CH2:60][CH3:61], predict the reactants needed to synthesize it. The reactants are: C(N(CC)CC)C.[OH:8][CH:9]([C:14]1[N:15]=[CH:16][NH:17][CH:18]=1)[CH2:10][C:11]([OH:13])=O.CN(C(ON1N=NC2C=CC=CC1=2)=[N+](C)C)C.[B-](F)(F)(F)F.Cl.[NH2:42][C@H:43]([CH2:62][C:63]1[CH:68]=[CH:67][C:66]([O:69][CH3:70])=[CH:65][CH:64]=1)[C:44]([N:46]1[CH2:49][C:48]([O:57][CH2:58][CH2:59][CH2:60][CH3:61])([C:50]2[CH:55]=[CH:54][CH:53]=[CH:52][C:51]=2[CH3:56])[CH2:47]1)=[O:45].[OH-].[Na+]. (3) Given the product [CH:9]1([NH:8][C:6]([NH:3][C:2]2[CH:1]=[CH:25][C:26]([I:28])=[CH:27][C:21]=2[F:20])=[O:7])[CH2:10][CH2:13]1, predict the reactants needed to synthesize it. The reactants are: [CH:1]1N=C[N:3]([C:6]([N:8]2C=N[CH:10]=[CH:9]2)=[O:7])[CH:2]=1.[CH2:13](N(CC)CC)C.[F:20][C:21]1[CH:27]=[C:26]([I:28])[CH:25]=CC=1N.C1(N)CC1. (4) The reactants are: Cl[C:2]1[C:11]2[C:6](=[CH:7][CH:8]=[CH:9][CH:10]=2)[N:5]=[C:4]([CH3:12])[N:3]=1.[N+:13]([C:16]1[CH:21]=[CH:20][C:19]([NH:22][CH3:23])=[CH:18][CH:17]=1)([O-:15])=[O:14].[H-].[Na+]. Given the product [CH3:12][C:4]1[N:3]=[C:2]([N:22]([C:19]2[CH:18]=[CH:17][C:16]([N+:13]([O-:15])=[O:14])=[CH:21][CH:20]=2)[CH3:23])[C:11]2[C:6](=[CH:7][CH:8]=[CH:9][CH:10]=2)[N:5]=1, predict the reactants needed to synthesize it. (5) Given the product [Cl:33][C:31]1[N:30]=[CH:29][N:28]([C:25]2[CH:26]=[CH:27][C:22]([NH:21][C:18]3[N:17]=[C:16]4[CH:6]([C:7]5[CH:12]=[C:11]([F:13])[C:10]([F:14])=[C:9]([F:15])[CH:8]=5)[CH2:5][CH2:4][CH2:3][CH2:2][N:20]4[N:19]=3)=[CH:23][C:24]=2[O:34][CH3:35])[CH:32]=1, predict the reactants needed to synthesize it. The reactants are: Cl[CH2:2][CH2:3][CH2:4][CH2:5][CH:6]([C:16]1[NH:20][N:19]=[C:18]([NH:21][C:22]2[CH:27]=[CH:26][C:25]([N:28]3[CH:32]=[C:31]([Cl:33])[N:30]=[CH:29]3)=[C:24]([O:34][CH3:35])[CH:23]=2)[N:17]=1)[C:7]1[CH:12]=[C:11]([F:13])[C:10]([F:14])=[C:9]([F:15])[CH:8]=1.[I-].[Na+]. (6) The reactants are: [N:1]1([C:6]2[C:16]3[O:15][CH2:14][CH2:13][N:12](C(OC(C)(C)C)=O)[CH2:11][C:10]=3[CH:9]=[CH:8][CH:7]=2)[CH2:5][CH2:4][CH2:3][CH2:2]1.C(OCC)(=O)C.[ClH:30]. Given the product [ClH:30].[ClH:30].[N:1]1([C:6]2[C:16]3[O:15][CH2:14][CH2:13][NH:12][CH2:11][C:10]=3[CH:9]=[CH:8][CH:7]=2)[CH2:5][CH2:4][CH2:3][CH2:2]1, predict the reactants needed to synthesize it. (7) Given the product [O:39]1[CH2:40][CH:41]=[C:42]([C:2]2[CH:3]=[C:4]3[C:8](=[CH:9][CH:10]=2)[N:7]([CH:11]2[CH2:16][CH2:15][CH2:14][CH2:13][O:12]2)[N:6]=[C:5]3[C:17]2[N:22]=[C:21]([O:23][C@H:24]3[CH2:31][N:30]([C:32]([O:34][C:35]([CH3:36])([CH3:38])[CH3:37])=[O:33])[CH2:29][CH2:28][C:25]43[CH2:26][CH2:27]4)[CH:20]=[N:19][CH:18]=2)[CH2:43][CH2:44]1, predict the reactants needed to synthesize it. The reactants are: Br[C:2]1[CH:3]=[C:4]2[C:8](=[CH:9][CH:10]=1)[N:7]([CH:11]1[CH2:16][CH2:15][CH2:14][CH2:13][O:12]1)[N:6]=[C:5]2[C:17]1[N:22]=[C:21]([O:23][C@H:24]2[CH2:31][N:30]([C:32]([O:34][C:35]([CH3:38])([CH3:37])[CH3:36])=[O:33])[CH2:29][CH2:28][C:25]32[CH2:27][CH2:26]3)[CH:20]=[N:19][CH:18]=1.[O:39]1[CH2:44][CH:43]=[C:42](B2OC(C)(C)C(C)(C)O2)[CH2:41][CH2:40]1.P([O-])([O-])([O-])=O.[K+].[K+].[K+].